From a dataset of Full USPTO retrosynthesis dataset with 1.9M reactions from patents (1976-2016). Predict the reactants needed to synthesize the given product. (1) Given the product [CH2:21]([O:20][CH:23]1[CH2:28][CH2:27][N:26]([C:15]([C:12]2[CH:11]=[CH:10][C:9]3[NH:8][C:7]4[CH2:18][CH2:19][N:4]([CH:1]([CH3:2])[CH3:3])[CH2:5][C:6]=4[C:14]=3[CH:13]=2)=[O:16])[CH2:25][CH2:24]1)[CH3:22], predict the reactants needed to synthesize it. The reactants are: [CH:1]([N:4]1[CH2:19][CH2:18][C:7]2[NH:8][C:9]3[CH:10]=[CH:11][C:12]([C:15](O)=[O:16])=[CH:13][C:14]=3[C:6]=2[CH2:5]1)([CH3:3])[CH3:2].[O:20]([CH:23]1[CH2:28][CH2:27][NH:26][CH2:25][CH2:24]1)[CH2:21][CH3:22].C(N(C(C)C)CC)(C)C.CN(C(ON1N=NC2C=CC=NC1=2)=[N+](C)C)C.F[P-](F)(F)(F)(F)F. (2) Given the product [Cl:1][C:2]1[CH:3]=[C:4]([C:9]2[CH:10]=[C:11]3[C:16]4=[C:17]([C@H:19]5[CH2:24][NH:23][CH2:22][CH2:21][C@H:20]5[N:15]4[CH2:14][CH2:13][CH2:12]3)[CH:18]=2)[CH:5]=[CH:6][C:7]=1[Cl:8], predict the reactants needed to synthesize it. The reactants are: [Cl:1][C:2]1[CH:3]=[C:4]([C:9]2[CH:10]=[C:11]3[C:16]4=[C:17]([C@H:19]5[CH2:24][N:23](C(OC(C)(C)C)=O)[CH2:22][CH2:21][C@H:20]5[N:15]4[CH2:14][CH2:13][CH2:12]3)[CH:18]=2)[CH:5]=[CH:6][C:7]=1[Cl:8].N. (3) Given the product [C:14]([O:13][C:11]([N:10]1[CH2:9][CH2:8][N:7]2[N:18]=[C:19]([C:21]([F:23])([F:22])[F:24])[N:20]=[C:6]2[CH:5]1[CH2:4][CH:1]1[CH2:2][CH2:3]1)=[O:12])([CH3:17])([CH3:15])[CH3:16], predict the reactants needed to synthesize it. The reactants are: [CH:1]1([CH:4]=[C:5]2[N:10]([C:11]([O:13][C:14]([CH3:17])([CH3:16])[CH3:15])=[O:12])[CH2:9][CH2:8][N:7]3[N:18]=[C:19]([C:21]([F:24])([F:23])[F:22])[N:20]=[C:6]23)[CH2:3][CH2:2]1. (4) Given the product [I:1][C:2]1[N:6]=[C:5]([CH3:7])[N:4]([CH2:13][C:14]([F:17])([F:16])[F:15])[CH:3]=1, predict the reactants needed to synthesize it. The reactants are: [I:1][C:2]1[NH:6][C:5]([CH3:7])=[N:4][CH:3]=1.S(O[CH2:13][C:14]([F:17])([F:16])[F:15])(=O)(=O)C. (5) Given the product [CH:1]1[C:14]2[CH2:13][C:12]3[C:7](=[CH:8][CH:9]=[CH:10][CH:11]=3)[S:6][C:5]=2[CH:4]=[CH:3][CH:2]=1, predict the reactants needed to synthesize it. The reactants are: [CH:1]1[C:14]2[C:13](=O)[C:12]3[C:7](=[CH:8][CH:9]=[CH:10][CH:11]=3)[S:6][C:5]=2[CH:4]=[CH:3][CH:2]=1.[OH-].[K+].O.NN.O. (6) The reactants are: [CH2:1]([O:3][C:4]1[CH:5]=[C:6]([C:10]2(O)[CH2:15][CH2:14][CH2:13][N:12](C(OC(C)(C)C)=O)[CH2:11]2)[CH:7]=[CH:8][CH:9]=1)[CH3:2].C(O)(C(F)(F)F)=O. Given the product [CH2:1]([O:3][C:4]1[CH:5]=[C:6]([C:10]2[CH2:11][NH:12][CH2:13][CH2:14][CH:15]=2)[CH:7]=[CH:8][CH:9]=1)[CH3:2], predict the reactants needed to synthesize it. (7) Given the product [C:1]([C:3]1[C:11]2[C:6](=[CH:7][C:8]([OH:12])=[CH:9][CH:10]=2)[N:5]([CH2:14][CH3:15])[C:4]=1[C:16]#[C:17][C:18]1[CH:19]=[CH:20][C:21]([NH:24][C:25]([CH:27]2[CH2:28][CH2:29]2)=[O:26])=[CH:22][CH:23]=1)#[N:2], predict the reactants needed to synthesize it. The reactants are: [C:1]([C:3]1[C:11]2[C:6](=[CH:7][C:8]([O:12]C)=[CH:9][CH:10]=2)[N:5]([CH2:14][CH3:15])[C:4]=1[C:16]#[C:17][C:18]1[CH:23]=[CH:22][C:21]([NH:24][C:25]([CH:27]2[CH2:29][CH2:28]2)=[O:26])=[CH:20][CH:19]=1)#[N:2].B(Br)(Br)Br. (8) Given the product [CH3:1][N:2]([CH2:3][C:4]([F:7])([F:5])[F:6])[C:8]1[CH:13]=[CH:12][C:11]([NH2:14])=[CH:10][N:9]=1, predict the reactants needed to synthesize it. The reactants are: [CH3:1][N:2]([C:8]1[CH:13]=[CH:12][C:11]([N+:14]([O-])=O)=[CH:10][N:9]=1)[CH2:3][C:4]([F:7])([F:6])[F:5]. (9) Given the product [S:28]1[C:32]([C:33]2[CH2:34][CH2:35][N:36]([CH2:11][CH:12]3[O:26][C:16]4=[C:17]5[C:22](=[CH:23][CH:24]=[C:15]4[O:14][CH2:13]3)[N:21]=[C:20]([CH3:25])[CH:19]=[CH:18]5)[CH2:37][CH:38]=2)=[CH:31][C:30]2[CH:39]=[CH:40][CH:41]=[CH:42][C:29]1=2, predict the reactants needed to synthesize it. The reactants are: C1(C)C=CC(S(O[CH2:11][C@@H:12]2[O:26][C:16]3=[C:17]4[C:22](=[CH:23][CH:24]=[C:15]3[O:14][CH2:13]2)[N:21]=[C:20]([CH3:25])[CH:19]=[CH:18]4)(=O)=O)=CC=1.[S:28]1[C:32]([C:33]2[CH2:34][CH2:35][NH:36][CH2:37][CH:38]=2)=[CH:31][C:30]2[CH:39]=[CH:40][CH:41]=[CH:42][C:29]1=2. (10) The reactants are: [NH2:1][C:2]1[C:3]([Cl:19])=[CH:4][C:5]([Cl:18])=[C:6]([N:8]2[C:12](=[O:13])[N:11]([CH:14]([F:16])[F:15])[C:10]([CH3:17])=[N:9]2)[CH:7]=1.O.C1(C)C=CC=CC=1.C(=O)([O-])[O-].[Na+].[Na+].[CH3:34][S:35](Cl)(=[O:37])=[O:36].Cl. Given the product [Cl:19][C:3]1[CH:4]=[C:5]([Cl:18])[C:6]([N:8]2[C:12](=[O:13])[N:11]([CH:14]([F:15])[F:16])[C:10]([CH3:17])=[N:9]2)=[CH:7][C:2]=1[NH:1][S:35]([CH3:34])(=[O:37])=[O:36], predict the reactants needed to synthesize it.